Dataset: Full USPTO retrosynthesis dataset with 1.9M reactions from patents (1976-2016). Task: Predict the reactants needed to synthesize the given product. (1) Given the product [CH:8]([C:6]1[N:5]=[C:4]([NH:10][C:11](=[O:13])[CH3:12])[CH:3]=[C:2]([CH3:1])[CH:7]=1)=[O:14], predict the reactants needed to synthesize it. The reactants are: [CH3:1][C:2]1[CH:7]=[C:6]([CH:8]=C)[N:5]=[C:4]([NH:10][C:11](=[O:13])[CH3:12])[CH:3]=1.[O:14]=[O+][O-].C1(P(C2C=CC=CC=2)C2C=CC=CC=2)C=CC=CC=1. (2) Given the product [F:46][C:38]1[C:39]([CH2:43][CH2:44][OH:45])=[CH:40][CH:41]=[CH:42][C:37]=1[CH2:36][N:33]1[CH2:34][CH2:35][C:30]2([O:25][CH2:26][CH2:27][N:28]([C:56]([C:54]3[N:55]=[C:51]([CH2:47][CH:48]([CH3:50])[CH3:49])[S:52][CH:53]=3)=[O:57])[CH2:29]2)[CH2:31][CH2:32]1, predict the reactants needed to synthesize it. The reactants are: F[P-](F)(F)(F)(F)F.N1(OC(N(C)C)=[N+](C)C)C2N=CC=CC=2N=N1.[O:25]1[C:30]2([CH2:35][CH2:34][N:33]([CH2:36][C:37]3[C:38]([F:46])=[C:39]([CH2:43][CH2:44][OH:45])[CH:40]=[CH:41][CH:42]=3)[CH2:32][CH2:31]2)[CH2:29][NH:28][CH2:27][CH2:26]1.[CH2:47]([C:51]1[S:52][CH:53]=[C:54]([C:56](O)=[O:57])[N:55]=1)[CH:48]([CH3:50])[CH3:49].C(N(CC)CC)C. (3) The reactants are: [Cl:1][CH2:2][CH2:3][CH2:4][O:5][C:6]1[CH:15]=[C:14]2[C:9]([C:10]([NH:16][C:17]3[CH:18]=[C:19]([S:26]([NH:29][CH3:30])(=[O:28])=[O:27])[CH:20]=[CH:21][C:22]=3[N:23]([CH3:25])[CH3:24])=[N:11][CH:12]=[N:13]2)=[CH:8][CH:7]=1.[NH:31]1[CH2:36][CH2:35][O:34][CH2:33][CH2:32]1. Given the product [ClH:1].[CH3:24][N:23]([CH3:25])[C:22]1[CH:21]=[CH:20][C:19]([S:26]([NH:29][CH3:30])(=[O:28])=[O:27])=[CH:18][C:17]=1[NH:16][C:10]1[C:9]2[C:14](=[CH:15][C:6]([O:5][CH2:4][CH2:3][CH2:2][N:31]3[CH2:36][CH2:35][O:34][CH2:33][CH2:32]3)=[CH:7][CH:8]=2)[N:13]=[CH:12][N:11]=1, predict the reactants needed to synthesize it. (4) Given the product [CH3:7][O:8][C:9](=[O:25])[C:10]([O:23][CH3:24])=[CH:11][C:12]1[CH:17]=[CH:16][C:15]([O:18][CH2:27][CH2:28][CH2:29][O:30][C:31]2[CH:36]=[CH:35][C:34]([C:37]3[CH:42]=[CH:41][CH:40]=[CH:39][CH:38]=3)=[CH:33][CH:32]=2)=[C:14]([C:19]([F:21])([F:20])[F:22])[CH:13]=1, predict the reactants needed to synthesize it. The reactants are: CC(C)([O-])C.[K+].[CH3:7][O:8][C:9](=[O:25])[C:10]([O:23][CH3:24])=[CH:11][C:12]1[CH:17]=[CH:16][C:15]([OH:18])=[C:14]([C:19]([F:22])([F:21])[F:20])[CH:13]=1.Br[CH2:27][CH2:28][CH2:29][O:30][C:31]1[CH:36]=[CH:35][C:34]([C:37]2[CH:42]=[CH:41][CH:40]=[CH:39][CH:38]=2)=[CH:33][CH:32]=1. (5) Given the product [Br:1][C:2]1[CH:3]=[C:4]2[C:9](=[N:10][CH:11]=1)[N:8]([C:14]([NH2:16])=[O:15])[CH2:7][CH2:6][CH2:5]2, predict the reactants needed to synthesize it. The reactants are: [Br:1][C:2]1[CH:3]=[C:4]2[C:9](=[N:10][CH:11]=1)[NH:8][CH2:7][CH2:6][CH2:5]2.ClC(Cl)(Cl)[C:14]([N:16]=C=O)=[O:15].[OH-].[K+]. (6) Given the product [N:12]1([CH2:1][C:3]2[N:8]=[C:7]([C:9]([OH:11])=[O:10])[CH:6]=[CH:5][CH:4]=2)[CH2:17][CH2:16][O:15][CH2:14][CH2:13]1, predict the reactants needed to synthesize it. The reactants are: [CH:1]([C:3]1[N:8]=[C:7]([C:9]([OH:11])=[O:10])[CH:6]=[CH:5][CH:4]=1)=O.[NH:12]1[CH2:17][CH2:16][O:15][CH2:14][CH2:13]1.C(O)(=O)C.C(O[BH-](OC(=O)C)OC(=O)C)(=O)C.[Na+]. (7) Given the product [Cl:1][C:2]1[CH:3]=[C:4]([O:11][CH2:15][CH2:14][O:13][CH3:12])[CH:5]=[C:6]([F:10])[C:7]=1[CH2:8][OH:9], predict the reactants needed to synthesize it. The reactants are: [Cl:1][C:2]1[CH:3]=[C:4]([OH:11])[CH:5]=[C:6]([F:10])[C:7]=1[CH2:8][OH:9].[CH3:12][O:13][CH2:14][CH2:15]Br. (8) Given the product [NH2:5][CH:6]1[CH2:12][CH2:11][CH2:10][CH2:9][N:8]2[C:13](=[O:24])[C:14]([Br:23])=[C:15]([C:17]3[CH:22]=[CH:21][N:20]=[CH:19][N:18]=3)[N:16]=[C:7]12, predict the reactants needed to synthesize it. The reactants are: C(OC(=O)[NH:5][CH:6]1[CH2:12][CH2:11][CH2:10][CH2:9][N:8]2[C:13](=[O:24])[C:14]([Br:23])=[C:15]([C:17]3[CH:22]=[CH:21][N:20]=[CH:19][N:18]=3)[N:16]=[C:7]12)C.Br. (9) Given the product [Cl:45][C:42]1[CH:41]=[CH:40][C:36]([C:37]([NH:39][CH2:48][CH2:26][NH:27][C:29]([C:7]2[CH:12]=[CH:11][C:10]([C@H:13]3[CH2:18][CH2:17][C@H:16]([CH2:19][C:20]([O:22][CH3:23])=[O:21])[CH2:15][CH2:14]3)=[CH:9][CH:8]=2)=[O:30])=[O:38])=[CH:35][C:43]=1[CH3:44], predict the reactants needed to synthesize it. The reactants are: FC(F)(F)S(O[C:7]1[CH:12]=[CH:11][C:10]([C@H:13]2[CH2:18][CH2:17][C@H:16]([CH2:19][C:20]([O:22][CH3:23])=[O:21])[CH2:15][CH2:14]2)=[CH:9][CH:8]=1)(=O)=O.[CH3:26][N:27]([CH:29]=[O:30])C.Cl.NCC[C:35]1[C:43]([CH3:44])=[C:42]([Cl:45])[CH:41]=[CH:40][C:36]=1[C:37]([NH2:39])=[O:38].[C]=O.[CH2:48](N(CC)CC)C. (10) Given the product [CH:20]1([C:2]2[CH:7]=[C:6]([CH:8]=[O:10])[C:5]([O:11][CH3:12])=[CH:4][C:3]=2[C:13]2[CH:18]=[CH:17][C:16]([F:19])=[CH:15][CH:14]=2)[CH2:22][CH2:21]1, predict the reactants needed to synthesize it. The reactants are: Br[C:2]1[CH:7]=[C:6]([C:8]([O-:10])=O)[C:5]([O:11][CH3:12])=[CH:4][C:3]=1[C:13]1[CH:18]=[CH:17][C:16]([F:19])=[CH:15][CH:14]=1.[CH:20]1(B(O)O)[CH2:22][CH2:21]1.C1(P(C2CCCCC2)C2C=CC=CC=2C2C(OC)=CC=CC=2OC)CCCCC1.C(=O)([O-])[O-].[Na+].[Na+].